Task: Predict the product of the given reaction.. Dataset: Forward reaction prediction with 1.9M reactions from USPTO patents (1976-2016) (1) The product is: [CH3:27][CH:28]([CH3:31])[CH2:29][NH:30][CH2:12][C@@H:13]1[O:18][C:17]2[CH:19]=[C:20]([S:23]([CH3:26])(=[O:24])=[O:25])[CH:21]=[CH:22][C:16]=2[O:15][CH2:14]1. Given the reactants CC1C=CC(S(O[CH2:12][C@@H:13]2[O:18][C:17]3[CH:19]=[C:20]([S:23]([CH3:26])(=[O:25])=[O:24])[CH:21]=[CH:22][C:16]=3[O:15][CH2:14]2)(=O)=O)=CC=1.[CH3:27][CH:28]([CH3:31])[CH2:29][NH2:30], predict the reaction product. (2) The product is: [F:27][C:2]([F:1])([CH2:23][CH2:24][CH2:25][CH3:26])[CH:3]([OH:22])[CH2:4][CH2:5][C@@H:6]1[C@@H:13]2[C@@H:9]([O:10][CH:11]([OH:14])[CH2:12]2)[CH2:8][C@H:7]1[O:15][CH:16]1[CH2:21][CH2:20][CH2:19][CH2:18][O:17]1. Given the reactants [F:1][C:2]([F:27])([CH2:23][CH2:24][CH2:25][CH3:26])[CH:3]([OH:22])[CH2:4][CH2:5][C@@H:6]1[C@@H:13]2[C@@H:9]([O:10][C:11](=[O:14])[CH2:12]2)[CH2:8][C@H:7]1[O:15][CH:16]1[CH2:21][CH2:20][CH2:19][CH2:18][O:17]1.CC(C[AlH]CC(C)C)C, predict the reaction product. (3) Given the reactants [Cl-].[Cl-].[Cl-].[Al+3].[C:5]([O:8][C:9]1[CH:17]=[CH:16][C:12]2[S:13][CH:14]=[CH:15][C:11]=2[CH:10]=1)(=[O:7])[CH3:6].Cl[CH:19]([CH3:23])[C:20]([Cl:22])=O.S(=O)(=O)(O)[OH:25], predict the reaction product. The product is: [C:5]([O:8][C:9]1[CH:17]=[CH:16][C:12]2[S:13][CH:14]=[C:15]([C:23](=[O:25])[CH2:19][CH2:20][Cl:22])[C:11]=2[CH:10]=1)(=[O:7])[CH3:6].